Task: Predict the reactants needed to synthesize the given product.. Dataset: Full USPTO retrosynthesis dataset with 1.9M reactions from patents (1976-2016) (1) Given the product [Cl:22][C:19]1([Cl:21])[CH2:20][C@@H:18]1[C@H:16]([NH:15][C:14]([C@@H:13]1[CH2:12][C@@H:11]2[C@@H:9]([CH2:10]2)[NH:8]1)=[O:23])[CH3:17], predict the reactants needed to synthesize it. The reactants are: C(OC([N:8]1[C@H:13]([C:14](=[O:23])[NH:15][C@@H:16]([C@H:18]2[CH2:20][C:19]2([Cl:22])[Cl:21])[CH3:17])[CH2:12][C@@H:11]2[C@H:9]1[CH2:10]2)=O)(C)(C)C.C(O)(C(F)(F)F)=O. (2) Given the product [C:1]([NH:5][C:6]1[C:15]([CH2:16][C@@H:17]([CH3:21])[C:18]([NH:37][C@H:35]2[CH2:34][CH2:33][O:32][C@@H:31]([C:29]#[CH:30])[CH2:36]2)=[O:19])=[CH:14][C:13]2[C:8](=[CH:9][CH:10]=[C:11]([C:22]3[CH:27]=[CH:26][CH:25]=[CH:24][C:23]=3[CH3:28])[CH:12]=2)[N:7]=1)([CH3:2])([CH3:4])[CH3:3], predict the reactants needed to synthesize it. The reactants are: [C:1]([NH:5][C:6]1[C:15]([CH2:16][C@@H:17]([CH3:21])[C:18](O)=[O:19])=[CH:14][C:13]2[C:8](=[CH:9][CH:10]=[C:11]([C:22]3[CH:27]=[CH:26][CH:25]=[CH:24][C:23]=3[CH3:28])[CH:12]=2)[N:7]=1)([CH3:4])([CH3:3])[CH3:2].[C:29]([C@H:31]1[CH2:36][C@@H:35]([NH2:37])[CH2:34][CH2:33][O:32]1)#[CH:30].C(N(C(C)C)C(C)C)C.CN(C(ON1N=NC2C=CC=NC1=2)=[N+](C)C)C.F[P-](F)(F)(F)(F)F. (3) Given the product [CH2:32]([N:34]([CH2:37][C:14]1[N:13]2[C:8]([N:5]3[CH2:4][CH2:3][N:2]([CH3:1])[CH2:7][CH2:6]3)=[CH:9][CH:10]=[CH:11][C:12]2=[N:16][C:15]=1[CH2:17][N:18]1[C@H:31]2[C@H:22]([CH2:23][CH2:24][C:25]3[C:30]2=[N:29][CH:28]=[CH:27][CH:26]=3)[CH2:21][CH2:20][CH2:19]1)[CH2:35][CH3:36])[CH3:33], predict the reactants needed to synthesize it. The reactants are: [CH3:1][N:2]1[CH2:7][CH2:6][N:5]([C:8]2[N:13]3[CH:14]=[C:15]([CH2:17][N:18]4[C@H:31]5[C@H:22]([CH2:23][CH2:24][C:25]6[C:30]5=[N:29][CH:28]=[CH:27][CH:26]=6)[CH2:21][CH2:20][CH2:19]4)[N:16]=[C:12]3[CH:11]=[CH:10][CH:9]=2)[CH2:4][CH2:3]1.[CH2:32]([NH:34][CH2:35][CH3:36])[CH3:33].[C:37](O)(=O)C.C=O.